Dataset: Full USPTO retrosynthesis dataset with 1.9M reactions from patents (1976-2016). Task: Predict the reactants needed to synthesize the given product. Given the product [C:10]([O:14][C:15]([NH:17][C@@H:18]([CH2:22][N:23]([CH:29]1[CH2:30][CH2:31]1)[CH2:24][CH2:25][CH2:26][CH:27]=[CH2:28])[C:19]([OH:21])=[O:20])=[O:16])([CH3:13])([CH3:11])[CH3:12], predict the reactants needed to synthesize it. The reactants are: C(NC1CC1)CCC=C.[C:10]([O:14][C:15]([NH:17][C@@H:18]([CH2:22][N:23]([CH:29]1[CH2:31][CH2:30]1)[CH2:24][CH2:25][CH2:26][CH:27]=[CH2:28])[C:19]([OH:21])=[O:20])=[O:16])([CH3:13])([CH3:12])[CH3:11].